From a dataset of Peptide-MHC class I binding affinity with 185,985 pairs from IEDB/IMGT. Regression. Given a peptide amino acid sequence and an MHC pseudo amino acid sequence, predict their binding affinity value. This is MHC class I binding data. (1) The peptide sequence is AARAALQGG. The MHC is HLA-A02:01 with pseudo-sequence HLA-A02:01. The binding affinity (normalized) is 0. (2) The peptide sequence is MNYAAAAAY. The MHC is SLA-10401 with pseudo-sequence SLA-10401. The binding affinity (normalized) is 0.571. (3) The peptide sequence is FPLMAKNEA. The MHC is HLA-A02:01 with pseudo-sequence HLA-A02:01. The binding affinity (normalized) is 0.155. (4) The MHC is HLA-B58:01 with pseudo-sequence HLA-B58:01. The peptide sequence is RVRIERGPR. The binding affinity (normalized) is 0.0847.